Dataset: Full USPTO retrosynthesis dataset with 1.9M reactions from patents (1976-2016). Task: Predict the reactants needed to synthesize the given product. (1) Given the product [NH2:9][C:8]1[N:4]([CH2:3][CH2:2][OH:1])[N:5]=[CH:6][C:7]=1[N:10]=[O:11], predict the reactants needed to synthesize it. The reactants are: [OH:1][CH2:2][CH2:3][NH:4][N:5]=[CH:6][C:7](=[N:10][OH:11])[C:8]#[N:9]. (2) Given the product [F:1][C:2]1[CH:10]=[C:9]([N:11]2[CH2:15][C@H:14]([CH2:16][N:17]3[CH:21]=[CH:20][N:19]=[N:18]3)[O:13][C:12]2=[O:22])[CH:8]=[CH:7][C:3]=1[C:4]1[S:32][CH:46]=[C:45]([CH3:51])[N:6]=1, predict the reactants needed to synthesize it. The reactants are: [F:1][C:2]1[CH:10]=[C:9]([N:11]2[CH2:15][C@H:14]([CH2:16][N:17]3[CH:21]=[CH:20][N:19]=[N:18]3)[O:13][C:12]2=[O:22])[CH:8]=[CH:7][C:3]=1[C:4]([NH2:6])=O.COC1C=CC(P2(SP(C3C=CC(OC)=CC=3)(=S)S2)=[S:32])=CC=1.[C:45]1([CH3:51])C=CC=C[CH:46]=1. (3) Given the product [CH:27]1([C:5]2[C:6]3[CH:11]=[C:10]([CH2:12][CH2:13][CH2:14][CH2:15][N:16]4[CH:20]=[C:19]([C:21]([OH:23])=[O:22])[N:18]=[N:17]4)[N:9]=[N:8][C:7]=3[NH:24][C:4]=2[CH:1]2[CH2:3][CH2:2]2)[CH2:29][CH2:28]1, predict the reactants needed to synthesize it. The reactants are: [CH:1]1([C:4]2[NH:24][C:7]3[N:8]=[N:9][C:10]([CH2:12][CH2:13][CH2:14][CH2:15][N:16]4[CH:20]=[C:19]([C:21]([OH:23])=[O:22])[N:18]=[N:17]4)=[CH:11][C:6]=3[C:5]=2I)[CH2:3][CH2:2]1.[Br-].[CH:27]1([Zn+])[CH2:29][CH2:28]1. (4) Given the product [CH2:14]([S:15][C:16]1[O:5][C:4](=[O:6])[C:3]2[CH:7]=[C:8]([CH3:11])[CH:9]=[CH:10][C:2]=2[N:1]=1)[CH2:30][CH2:31][CH2:32][CH2:33][CH2:34][CH2:29][CH3:35], predict the reactants needed to synthesize it. The reactants are: [NH2:1][C:2]1[CH:10]=[CH:9][C:8]([CH3:11])=[CH:7][C:3]=1[C:4]([OH:6])=[O:5].ClC1C=[CH:16][S:15][C:14]=1C(OCCCCCCCC)=O.[C:29]1([CH3:35])[CH:34]=[CH:33][CH:32]=[CH:31][CH:30]=1. (5) The reactants are: [OH:1][C@H:2]1[CH2:7][CH2:6][C@H:5]([C:8]([O:10][CH2:11][CH3:12])=[O:9])[CH2:4][CH2:3]1.[C:13]([Si:17](Cl)([C:24]1[CH:29]=[CH:28][CH:27]=[CH:26][CH:25]=1)[C:18]1[CH:23]=[CH:22][CH:21]=[CH:20][CH:19]=1)([CH3:16])([CH3:15])[CH3:14].N1C=CN=C1. Given the product [Si:17]([O:1][C@H:2]1[CH2:3][CH2:4][C@H:5]([C:8]([O:10][CH2:11][CH3:12])=[O:9])[CH2:6][CH2:7]1)([C:13]([CH3:16])([CH3:15])[CH3:14])([C:24]1[CH:25]=[CH:26][CH:27]=[CH:28][CH:29]=1)[C:18]1[CH:23]=[CH:22][CH:21]=[CH:20][CH:19]=1, predict the reactants needed to synthesize it. (6) Given the product [CH:18]1([C:12]2[CH:13]=[CH:14][CH:15]=[C:16]([F:17])[C:11]=2[OH:10])[CH2:20][CH2:19]1, predict the reactants needed to synthesize it. The reactants are: C(=O)([O-])[O-].[K+].[K+].C([O:10][C:11]1[C:16]([F:17])=[CH:15][CH:14]=[CH:13][C:12]=1[CH:18]1[CH2:20][CH2:19]1)(=O)C.Cl.